This data is from Full USPTO retrosynthesis dataset with 1.9M reactions from patents (1976-2016). The task is: Predict the reactants needed to synthesize the given product. (1) Given the product [CH3:1][O:2][C:3]1[CH:4]=[CH:5][C:6]([CH2:11][C@@H:12]2[C@@H:17]([CH2:18][C:19]3[CH:20]=[CH:21][C:22]([OH:27])=[C:23]([O:25][CH3:26])[CH:24]=3)[C:15](=[O:16])[O:14][CH2:13]2)=[CH:7][C:8]=1[O:9][CH3:10].[C:28]([O-:42])(=[O:41])[CH2:29][CH2:30][CH2:31][CH2:32][CH2:33][CH2:34][CH2:35][CH2:36][CH2:37][CH2:38][CH2:39][CH3:40], predict the reactants needed to synthesize it. The reactants are: [CH3:1][O:2][C:3]1[CH:4]=[CH:5][C:6]([CH2:11][C@@H:12]2[C@@H:17]([CH2:18][C:19]3[CH:20]=[CH:21][C:22]([OH:27])=[C:23]([O:25][CH3:26])[CH:24]=3)[C:15](=[O:16])[O:14][CH2:13]2)=[CH:7][C:8]=1[O:9][CH3:10].[C:28]([OH:42])(=[O:41])[CH2:29][CH2:30][CH2:31][CH2:32][CH2:33][CH2:34][CH2:35][CH2:36][CH2:37][CH2:38][CH2:39][CH3:40].O. (2) The reactants are: [OH:1][C:2]1[CH:7]=[CH:6][C:5]([CH2:8][C:9](=[O:11])[CH3:10])=[CH:4][CH:3]=1.[Br:12][CH2:13][CH2:14][CH2:15]Br.C(=O)([O-])[O-].[K+].[K+]. Given the product [Br:12][CH2:13][CH2:14][CH2:15][O:1][C:2]1[CH:3]=[CH:4][C:5]([CH2:8][C:9](=[O:11])[CH3:10])=[CH:6][CH:7]=1, predict the reactants needed to synthesize it. (3) Given the product [CH2:1]([NH:8][CH:9]1[CH2:14][CH2:13][C:12]([OH:15])([C:16]#[N:17])[CH2:11][CH2:10]1)[C:2]1[CH:7]=[CH:6][CH:5]=[CH:4][CH:3]=1, predict the reactants needed to synthesize it. The reactants are: [CH2:1]([NH:8][CH:9]1[CH2:14][CH2:13][C:12](=[O:15])[CH2:11][CH2:10]1)[C:2]1[CH:7]=[CH:6][CH:5]=[CH:4][CH:3]=1.[C-:16]#[N:17].[Na+].C([O-])(O)=O.[Na+]. (4) Given the product [S:1]([O-:5])([O-:4])(=[O:3])=[O:2].[NH4+:10].[NH4+:10].[S:12](=[O:14])(=[O:13])([OH:16])[OH:15], predict the reactants needed to synthesize it. The reactants are: [S:1]([O:5]S([O-])(=O)=O)([O-:4])(=[O:3])=[O:2].[NH4+:10].[NH4+].[S:12](=[O:16])(=[O:15])([OH:14])[O-:13].[NH4+].S(OS([O-])(=O)=O)([O-])(=O)=O.S(=O)(=O)(O)[O-]. (5) Given the product [CH3:41][O:40][CH2:39][CH2:38][O:37][C:34]1[N:35]=[CH:36][C:31]([O:1][C:2]2[CH:3]=[C:4]([CH3:23])[C:5]([C:9]3[N:10]=[C:11]([NH:14][C:15](=[O:22])[C:16]4[CH:21]=[CH:20][N:19]=[CH:18][CH:17]=4)[S:12][CH:13]=3)=[C:6]([CH3:8])[CH:7]=2)=[CH:32][CH:33]=1, predict the reactants needed to synthesize it. The reactants are: [OH:1][C:2]1[CH:7]=[C:6]([CH3:8])[C:5]([C:9]2[N:10]=[C:11]([NH:14][C:15](=[O:22])[C:16]3[CH:21]=[CH:20][N:19]=[CH:18][CH:17]=3)[S:12][CH:13]=2)=[C:4]([CH3:23])[CH:3]=1.C(=O)([O-])[O-].[Cs+].[Cs+].Br[C:31]1[CH:32]=[CH:33][C:34]([O:37][CH2:38][CH2:39][O:40][CH3:41])=[N:35][CH:36]=1.O. (6) Given the product [CH3:35][C:34]1[C:29]([C:28]([NH:27][C:24]2[CH:23]=[N:22][C:21]([C:9]3[C:17]([CH3:18])=[CH:16][C:12]4[O:13][CH2:14][O:15][C:11]=4[CH:10]=3)=[CH:26][N:25]=2)=[O:36])=[CH:30][N:31]=[CH:32][CH:33]=1, predict the reactants needed to synthesize it. The reactants are: CC1(C)C(C)(C)OB([C:9]2[C:17]([CH3:18])=[CH:16][C:12]3[O:13][CH2:14][O:15][C:11]=3[CH:10]=2)O1.Br[C:21]1[N:22]=[CH:23][C:24]([NH:27][C:28](=[O:36])[C:29]2[C:34]([CH3:35])=[CH:33][CH:32]=[N:31][CH:30]=2)=[N:25][CH:26]=1.C([O-])([O-])=O.[K+].[K+]. (7) The reactants are: [Cl:1][C:2]1[C:7]([C:8]#[N:9])=[CH:6][N:5]=[C:4]2[NH:10][CH:11]=[CH:12][C:3]=12.C(N(CC)CC)C.[C:20]1([S:26](Cl)(=[O:28])=[O:27])[CH:25]=[CH:24][CH:23]=[CH:22][CH:21]=1. Given the product [Cl:1][C:2]1[C:7]([C:8]#[N:9])=[CH:6][N:5]=[C:4]2[N:10]([S:26]([C:20]3[CH:25]=[CH:24][CH:23]=[CH:22][CH:21]=3)(=[O:28])=[O:27])[CH:11]=[CH:12][C:3]=12, predict the reactants needed to synthesize it. (8) Given the product [CH2:1]([N:13]1[CH2:14][CH2:15][CH2:16][C@H:12]1[CH3:11])[CH2:4][C:6]#[CH:8], predict the reactants needed to synthesize it. The reactants are: [C:1]([C@@H:4]([C@H:6]([C:8](O)=O)O)O)(O)=O.[CH3:11][C@@H:12]1[CH2:16][CH2:15][CH2:14][NH:13]1.C([O-])([O-])=O.[K+].[K+].CC1C=CC(S(OCCC#C)(=O)=O)=CC=1. (9) Given the product [Br:25][C:23]1[C:22]2[C:17](=[CH:18][CH:19]=[CH:20][CH:21]=2)[C:16]([O:26][CH3:27])=[C:15]([CH2:13][C:12]2[S:8][C:9]3[CH:31]=[CH:30][CH:29]=[CH:28][C:10]=3[CH:11]=2)[CH:24]=1, predict the reactants needed to synthesize it. The reactants are: C([SiH](CC)CC)C.[S:8]1[C:12]([CH:13]([C:15]2[CH:24]=[C:23]([Br:25])[C:22]3[C:17](=[CH:18][CH:19]=[CH:20][CH:21]=3)[C:16]=2[O:26][CH3:27])O)=[CH:11][C:10]2[CH:28]=[CH:29][CH:30]=[CH:31][C:9]1=2.CO.O.